This data is from Full USPTO retrosynthesis dataset with 1.9M reactions from patents (1976-2016). The task is: Predict the reactants needed to synthesize the given product. Given the product [CH3:11][O:12][N:13]=[C:3]1[C:4]2[C:5](=[N:6][CH:7]=[CH:8][CH:9]=2)[O:1][CH2:2]1, predict the reactants needed to synthesize it. The reactants are: [O:1]1[C:5]2=[N:6][CH:7]=[CH:8][CH:9]=[C:4]2[C:3](=O)[CH2:2]1.[CH3:11][O:12][NH2:13].CC([O-])=O.[Na+].